From a dataset of Peptide-MHC class I binding affinity with 185,985 pairs from IEDB/IMGT. Regression. Given a peptide amino acid sequence and an MHC pseudo amino acid sequence, predict their binding affinity value. This is MHC class I binding data. (1) The peptide sequence is EIKDRILSY. The MHC is HLA-A03:01 with pseudo-sequence HLA-A03:01. The binding affinity (normalized) is 0.201. (2) The peptide sequence is FHRKKTDAL. The MHC is HLA-A80:01 with pseudo-sequence HLA-A80:01. The binding affinity (normalized) is 0.0847. (3) The peptide sequence is LIFPAFFLC. The MHC is HLA-A03:01 with pseudo-sequence HLA-A03:01. The binding affinity (normalized) is 0.0847. (4) The MHC is HLA-B08:01 with pseudo-sequence HLA-B08:01. The peptide sequence is LQQCKPVSL. The binding affinity (normalized) is 0.604. (5) The peptide sequence is TPTWNRKEL. The MHC is HLA-A02:01 with pseudo-sequence HLA-A02:01. The binding affinity (normalized) is 0.0631. (6) The peptide sequence is RPRGEVRFL. The MHC is HLA-B44:02 with pseudo-sequence HLA-B44:02. The binding affinity (normalized) is 0. (7) The MHC is HLA-B07:02 with pseudo-sequence HLA-B07:02. The binding affinity (normalized) is 0.415. The peptide sequence is CGRSCTSSL. (8) The peptide sequence is KVYWAGIEF. The MHC is HLA-A68:02 with pseudo-sequence HLA-A68:02. The binding affinity (normalized) is 0.0847. (9) The peptide sequence is ELTPAETTVR. The MHC is Patr-A0101 with pseudo-sequence Patr-A0101. The binding affinity (normalized) is 0.0848.